From a dataset of hERG Central: cardiac toxicity at 1µM, 10µM, and general inhibition. Predict hERG channel inhibition at various concentrations. (1) The molecule is Cn1cccc1C(=O)c1cccc([N+](=O)[O-])c1. Results: hERG_inhib (hERG inhibition (general)): blocker. (2) The molecule is O=C(CN1CCOCC1)Nc1c2c(nc3ccccc13)N(Cc1ccccc1)CC2.O=C(O)C(=O)O. Results: hERG_inhib (hERG inhibition (general)): blocker.